Task: Regression. Given two drug SMILES strings and cell line genomic features, predict the synergy score measuring deviation from expected non-interaction effect.. Dataset: NCI-60 drug combinations with 297,098 pairs across 59 cell lines (1) Drug 1: CN1CCC(CC1)COC2=C(C=C3C(=C2)N=CN=C3NC4=C(C=C(C=C4)Br)F)OC. Drug 2: C1CN(CCN1C(=O)CCBr)C(=O)CCBr. Cell line: A549. Synergy scores: CSS=34.6, Synergy_ZIP=-3.18, Synergy_Bliss=-1.94, Synergy_Loewe=-0.250, Synergy_HSA=1.22. (2) Drug 1: CC1=C(C=C(C=C1)C(=O)NC2=CC(=CC(=C2)C(F)(F)F)N3C=C(N=C3)C)NC4=NC=CC(=N4)C5=CN=CC=C5. Drug 2: CC(C)(C#N)C1=CC(=CC(=C1)CN2C=NC=N2)C(C)(C)C#N. Cell line: KM12. Synergy scores: CSS=-0.000500, Synergy_ZIP=2.35, Synergy_Bliss=4.48, Synergy_Loewe=-0.950, Synergy_HSA=-2.03. (3) Drug 1: CC1=C(C(=CC=C1)Cl)NC(=O)C2=CN=C(S2)NC3=CC(=NC(=N3)C)N4CCN(CC4)CCO. Drug 2: CCC1(CC2CC(C3=C(CCN(C2)C1)C4=CC=CC=C4N3)(C5=C(C=C6C(=C5)C78CCN9C7C(C=CC9)(C(C(C8N6C)(C(=O)OC)O)OC(=O)C)CC)OC)C(=O)OC)O.OS(=O)(=O)O. Cell line: BT-549. Synergy scores: CSS=-2.58, Synergy_ZIP=1.07, Synergy_Bliss=-0.108, Synergy_Loewe=-4.05, Synergy_HSA=-3.91. (4) Drug 1: CC1=C(C=C(C=C1)NC2=NC=CC(=N2)N(C)C3=CC4=NN(C(=C4C=C3)C)C)S(=O)(=O)N.Cl. Drug 2: C1=CC(=CC=C1CCC2=CNC3=C2C(=O)NC(=N3)N)C(=O)NC(CCC(=O)O)C(=O)O. Cell line: PC-3. Synergy scores: CSS=24.1, Synergy_ZIP=-2.25, Synergy_Bliss=-7.61, Synergy_Loewe=-26.4, Synergy_HSA=-6.93. (5) Drug 1: C1=CN(C(=O)N=C1N)C2C(C(C(O2)CO)O)O.Cl. Drug 2: C#CCC(CC1=CN=C2C(=N1)C(=NC(=N2)N)N)C3=CC=C(C=C3)C(=O)NC(CCC(=O)O)C(=O)O. Cell line: NCI-H522. Synergy scores: CSS=40.7, Synergy_ZIP=-9.04, Synergy_Bliss=-17.2, Synergy_Loewe=-15.3, Synergy_HSA=-14.3. (6) Drug 1: CCN(CC)CCNC(=O)C1=C(NC(=C1C)C=C2C3=C(C=CC(=C3)F)NC2=O)C. Drug 2: C(CN)CNCCSP(=O)(O)O. Cell line: HCC-2998. Synergy scores: CSS=6.92, Synergy_ZIP=-2.14, Synergy_Bliss=-5.63, Synergy_Loewe=1.27, Synergy_HSA=-6.31.